This data is from Forward reaction prediction with 1.9M reactions from USPTO patents (1976-2016). The task is: Predict the product of the given reaction. (1) Given the reactants C([Cl:4])(C)=O.[NH2:5][CH:6]1[CH:13]2[CH2:14][C:9]3([C:16]([OH:18])=[O:17])[CH2:10][CH:11]([CH2:15][CH:7]1[CH2:8]3)[CH2:12]2, predict the reaction product. The product is: [ClH:4].[NH2:5][CH:6]1[CH:13]2[CH2:14][C:9]3([C:16]([OH:18])=[O:17])[CH2:10][CH:11]([CH2:15][CH:7]1[CH2:8]3)[CH2:12]2. (2) Given the reactants [H-].[Na+].[NH:3]1[CH:7]=[N:6][CH:5]=[N:4]1.Cl[C:9]1[CH:10]=[CH:11][C:12]([N+:28]([O-:30])=[O:29])=[C:13]([NH:15][C@@H:16]2[CH2:21][CH2:20][C@H:19]([C:22]([NH:24][CH:25]([CH3:27])[CH3:26])=[O:23])[CH2:18][CH2:17]2)[CH:14]=1, predict the reaction product. The product is: [CH:25]([NH:24][C:22]([C@H:19]1[CH2:18][CH2:17][C@@H:16]([NH:15][C:13]2[CH:14]=[C:9]([N:3]3[CH:7]=[N:6][CH:5]=[N:4]3)[CH:10]=[CH:11][C:12]=2[N+:28]([O-:30])=[O:29])[CH2:21][CH2:20]1)=[O:23])([CH3:27])[CH3:26]. (3) Given the reactants [F:1][C:2]([F:13])([F:12])[O:3][C:4]1[CH:11]=[CH:10][C:7]([CH2:8]Br)=[CH:6][CH:5]=1.C([O-])([O-])=O.[K+].[K+].[F:20][C:21]1[CH:22]=[C:23]2[C:27](=[CH:28][CH:29]=1)[NH:26][C:25]([CH3:30])=[C:24]2[C:31]1[C:36]2[CH:37]=[CH:38][CH:39]=[CH:40][C:35]=2[S:34](=[O:42])(=[O:41])[NH:33][N:32]=1.Br[CH2:44][C:45]([O:47][C:48]([CH3:51])([CH3:50])[CH3:49])=[O:46], predict the reaction product. The product is: [C:48]([O:47][C:45](=[O:46])[CH2:44][N:26]1[C:27]2[C:23](=[CH:22][C:21]([F:20])=[CH:29][CH:28]=2)[C:24]([C:31]2[C:36]3[CH:37]=[CH:38][CH:39]=[CH:40][C:35]=3[S:34](=[O:41])(=[O:42])[N:33]([CH2:8][C:7]3[CH:10]=[CH:11][C:4]([O:3][C:2]([F:13])([F:12])[F:1])=[CH:5][CH:6]=3)[N:32]=2)=[C:25]1[CH3:30])([CH3:51])([CH3:50])[CH3:49]. (4) Given the reactants [Br:1][C:2]1[CH:7]=[CH:6][N:5]=[C:4]2[NH:8][CH:9]=[CH:10][C:3]=12.[CH3:11][Si:12]([CH3:19])([CH3:18])[CH2:13][CH2:14][O:15][CH2:16]Cl.CN(C=O)C.[H-].[Na+], predict the reaction product. The product is: [Br:1][C:2]1[CH:7]=[CH:6][N:5]=[C:4]2[N:8]([CH2:16][O:15][CH2:14][CH2:13][Si:12]([CH3:19])([CH3:18])[CH3:11])[CH:9]=[CH:10][C:3]=12. (5) Given the reactants FC(F)(F)S(O[C:7]1[CH2:8][CH2:9][N:10]([C:13]([O:15][C:16]([CH3:19])([CH3:18])[CH3:17])=[O:14])[CH2:11][CH:12]=1)(=O)=O.[CH3:22][C:23]1[CH:28]=[C:27](B2OC(C)(C)C(C)(C)O2)[CH:26]=[C:25]([CH3:38])[C:24]=1[OH:39].C(=O)([O-])[O-].[K+].[K+].CN(C)C=O.ClCCl, predict the reaction product. The product is: [OH:39][C:24]1[C:25]([CH3:38])=[CH:26][C:27]([C:7]2[CH2:8][CH2:9][N:10]([C:13]([O:15][C:16]([CH3:19])([CH3:18])[CH3:17])=[O:14])[CH2:11][CH:12]=2)=[CH:28][C:23]=1[CH3:22]. (6) Given the reactants [C:1]([NH:4][CH:5](C(OCC)=O)[C:6]([O:8]CC)=[O:7])(=[O:3])[CH3:2].[H-].[Na+].[C:18]1([C:24](Cl)(Cl)[C:25]2[CH:30]=[CH:29][CH:28]=[CH:27][CH:26]=2)[CH:23]=[CH:22][CH:21]=[CH:20][CH:19]=1.[I-].[K+], predict the reaction product. The product is: [C:1]([NH:4][CH:5]([CH:24]([C:25]1[CH:30]=[CH:29][CH:28]=[CH:27][CH:26]=1)[C:18]1[CH:23]=[CH:22][CH:21]=[CH:20][CH:19]=1)[C:6]([OH:8])=[O:7])(=[O:3])[CH3:2]. (7) Given the reactants [CH2:1](Br)[C:2]1[CH:7]=[CH:6][CH:5]=[CH:4][CH:3]=1.[C:9]([OH:15])(=[O:14])[CH2:10][CH2:11][CH:12]=[CH2:13].C(=O)([O-])[O-].[K+].[K+], predict the reaction product. The product is: [CH2:1]([O:15][C:9](=[O:14])[CH2:10][CH2:11][CH:12]=[CH2:13])[C:2]1[CH:7]=[CH:6][CH:5]=[CH:4][CH:3]=1. (8) Given the reactants [CH:1]1([CH2:4][O:5][C:6]2[N:11]=[C:10]([C:12]([OH:14])=O)[CH:9]=[CH:8][C:7]=2[N:15]2[CH2:18][C:17]([F:20])([F:19])[CH2:16]2)[CH2:3][CH2:2]1.[O:21]=[S:22]1(=[O:28])[CH2:26][CH2:25][CH:24]([NH2:27])[CH2:23]1, predict the reaction product. The product is: [O:21]=[S:22]1(=[O:28])[CH2:26][CH2:25][CH:24]([NH:27][C:12]([C:10]2[CH:9]=[CH:8][C:7]([N:15]3[CH2:18][C:17]([F:20])([F:19])[CH2:16]3)=[C:6]([O:5][CH2:4][CH:1]3[CH2:2][CH2:3]3)[N:11]=2)=[O:14])[CH2:23]1. (9) Given the reactants [CH3:1][Mg]Br.[Cl:4][C:5]1[CH:6]=[C:7]([C:12](=[O:32])[CH2:13][CH2:14][CH2:15][C:16]#[C:17][C:18]2[CH:23]=[CH:22][C:21]([N:24]3[CH:28]=[N:27][C:26]([CH3:29])=[N:25]3)=[C:20]([O:30][CH3:31])[CH:19]=2)[CH:8]=[CH:9][C:10]=1[Cl:11].[Cl-].[NH4+], predict the reaction product. The product is: [Cl:4][C:5]1[CH:6]=[C:7]([C:12]([OH:32])([CH2:13][CH2:14][CH2:15][C:16]#[C:17][C:18]2[CH:23]=[CH:22][C:21]([N:24]3[CH:28]=[N:27][C:26]([CH3:29])=[N:25]3)=[C:20]([O:30][CH3:31])[CH:19]=2)[CH3:1])[CH:8]=[CH:9][C:10]=1[Cl:11]. (10) Given the reactants [F:1][C:2]1[CH:3]=[C:4]([C:8]2[CH:9]=[C:10]([CH3:19])[C:11]([O:17][CH3:18])=[C:12]([CH:16]=2)[C:13]([OH:15])=O)[CH:5]=[CH:6][CH:7]=1.C(Cl)(C(Cl)=O)=O.[NH2:26][C:27]1[C:28]([CH3:35])=[C:29]([OH:34])[CH:30]=[CH:31][C:32]=1[F:33].C([O-])(O)=O.[Na+], predict the reaction product. The product is: [F:33][C:32]1[C:27]([NH:26][C:13](=[O:15])[C:12]2[CH:16]=[C:8]([C:4]3[CH:5]=[CH:6][CH:7]=[C:2]([F:1])[CH:3]=3)[CH:9]=[C:10]([CH3:19])[C:11]=2[O:17][CH3:18])=[C:28]([CH3:35])[C:29]([OH:34])=[CH:30][CH:31]=1.